From a dataset of Forward reaction prediction with 1.9M reactions from USPTO patents (1976-2016). Predict the product of the given reaction. (1) Given the reactants [S:1]1[C:5]2[C:6]([NH2:10])=[CH:7][CH:8]=[CH:9][C:4]=2[N:3]=[CH:2]1.[F:11][C:12]([F:24])([F:23])[C:13]1[CH:22]=[CH:21][C:16]([CH2:17][N:18]=[C:19]=[O:20])=[CH:15][CH:14]=1.ClCCCl.CN(C)C=O, predict the reaction product. The product is: [S:1]1[C:5]2[C:6]([NH:10][C:19]([NH:18][CH2:17][C:16]3[CH:15]=[CH:14][C:13]([C:12]([F:11])([F:24])[F:23])=[CH:22][CH:21]=3)=[O:20])=[CH:7][CH:8]=[CH:9][C:4]=2[N:3]=[CH:2]1. (2) The product is: [Cl:9][C:4]1[CH:5]=[C:6]([Cl:8])[CH:7]=[C:2]([Cl:1])[C:3]=1[CH2:10][CH2:11][CH2:12][C:13](=[O:15])[CH3:18]. Given the reactants [Cl:1][C:2]1[CH:7]=[C:6]([Cl:8])[CH:5]=[C:4]([Cl:9])[C:3]=1[CH2:10][CH2:11][CH2:12][C:13]([OH:15])=O.C[Li].[CH3:18]COCC, predict the reaction product.